The task is: Regression. Given a peptide amino acid sequence and an MHC pseudo amino acid sequence, predict their binding affinity value. This is MHC class I binding data.. This data is from Peptide-MHC class I binding affinity with 185,985 pairs from IEDB/IMGT. The peptide sequence is TTRAVNMEV. The MHC is HLA-A26:01 with pseudo-sequence HLA-A26:01. The binding affinity (normalized) is 0.0847.